Dataset: Reaction yield outcomes from USPTO patents with 853,638 reactions. Task: Predict the reaction yield, written as a fraction of the theoretical maximum amount of product (1.0 means a 100% yield; for example, 0.34 means a 34% yield). The reactants are [Cl:1][C:2]1[CH:3]=[C:4](/[C:12](=[N:16]\[O:17][CH:18]2[CH2:23][CH2:22][CH2:21][CH2:20][CH2:19]2)/[C:13](O)=[O:14])[CH:5]=[CH:6][C:7]=1[S:8]([CH3:11])(=[O:10])=[O:9].[CH3:24][C:25]1[N:29]=[C:28]([NH2:30])[S:27][N:26]=1.C(N(CC)C(C)C)(C)C. The catalyst is C(#N)C. The product is [Cl:1][C:2]1[CH:3]=[C:4](/[C:12](=[N:16]\[O:17][CH:18]2[CH2:19][CH2:20][CH2:21][CH2:22][CH2:23]2)/[C:13]([NH:30][C:28]2[S:27][N:26]=[C:25]([CH3:24])[N:29]=2)=[O:14])[CH:5]=[CH:6][C:7]=1[S:8]([CH3:11])(=[O:9])=[O:10]. The yield is 0.400.